This data is from Reaction yield outcomes from USPTO patents with 853,638 reactions. The task is: Predict the reaction yield, written as a fraction of the theoretical maximum amount of product (1.0 means a 100% yield; for example, 0.34 means a 34% yield). (1) The reactants are N[C@H:2]1[C:15]2[C:6](=[CH:7][C:8]3[C:9]([CH3:17])=[CH:10][C:11]([Cl:16])=[N:12][C:13]=3[CH:14]=2)[O:5][C:4]([CH3:19])([CH3:18])[C@@H:3]1[OH:20].[C:21]([BH3-])#[N:22].[Na+].C(=O)([O-])O.[Na+]. The catalyst is CO. The product is [Cl:16][C:11]1[CH:10]=[C:9]([CH3:17])[C:8]2[CH:7]=[C:6]3[O:5][C:4]([CH3:19])([CH3:18])[C@H:3]([OH:20])[C@@H:2]([NH:22][CH2:21][CH2:15][CH2:2][CH2:3][CH3:4])[C:15]3=[CH:14][C:13]=2[N:12]=1. The yield is 0.410. (2) The reactants are [OH:1][C:2]1[C:11]2[C:6](=[CH:7][CH:8]=[CH:9][CH:10]=2)[N:5]=[C:4]([C:12]([OH:14])=[O:13])[CH:3]=1.[H-].[Na+].[CH2:17](Br)[C:18]1[CH:23]=[CH:22][CH:21]=[CH:20][CH:19]=1.O. The catalyst is CN1CCCC1=O. The product is [OH:1][C:2]1[C:11]2[C:6](=[CH:7][CH:8]=[CH:9][CH:10]=2)[N:5]=[C:4]([C:12]([O:14][CH2:17][C:18]2[CH:23]=[CH:22][CH:21]=[CH:20][CH:19]=2)=[O:13])[CH:3]=1. The yield is 0.790. (3) The reactants are [S:1]1[C:5]([C:6]2[C:7]([O:28][CH3:29])=[CH:8][C:9]([O:26][CH3:27])=[C:10](/[CH:12]=[CH:13]/[C:14]([C:16]3[CH:21]=[CH:20][C:19]([S:22]([NH2:25])(=[O:24])=[O:23])=[CH:18][CH:17]=3)=[O:15])[CH:11]=2)=[CH:4][C:3]2[CH:30]=[CH:31][CH:32]=[CH:33][C:2]1=2.C[Si]([N-][Si](C)(C)C)(C)C.[Li+].[C:44](O[C:44](=[O:48])[CH:45]([CH3:47])[CH3:46])(=[O:48])[CH:45]([CH3:47])[CH3:46]. The catalyst is O1CCCC1. The product is [S:1]1[C:5]([C:6]2[C:7]([O:28][CH3:29])=[CH:8][C:9]([O:26][CH3:27])=[C:10](/[CH:12]=[CH:13]/[C:14]([C:16]3[CH:21]=[CH:20][C:19]([S:22]([NH:25][C:44](=[O:48])[CH:45]([CH3:47])[CH3:46])(=[O:24])=[O:23])=[CH:18][CH:17]=3)=[O:15])[CH:11]=2)=[CH:4][C:3]2[CH:30]=[CH:31][CH:32]=[CH:33][C:2]1=2. The yield is 0.870. (4) The reactants are [F:1][C:2]1[CH:3]=[C:4]([C:9]2[C:10](=[O:23])[N:11]([CH3:22])[C:12]([O:15][C:16]3[CH:21]=[CH:20][CH:19]=[CH:18][CH:17]=3)=[N:13][CH:14]=2)[CH:5]=[CH:6][C:7]=1[OH:8].Cl[C:25]1[C:34]2[C:29](=[CH:30][C:31]([O:37][CH2:38][CH2:39][CH2:40][N:41]3[CH2:46][CH2:45][O:44][CH2:43][CH2:42]3)=[C:32]([O:35][CH3:36])[CH:33]=2)[N:28]=[CH:27][CH:26]=1. The catalyst is CN(C1C=CN=CC=1)C. The product is [F:1][C:2]1[CH:3]=[C:4]([C:9]2[C:10](=[O:23])[N:11]([CH3:22])[C:12]([O:15][C:16]3[CH:21]=[CH:20][CH:19]=[CH:18][CH:17]=3)=[N:13][CH:14]=2)[CH:5]=[CH:6][C:7]=1[O:8][C:25]1[C:34]2[C:29](=[CH:30][C:31]([O:37][CH2:38][CH2:39][CH2:40][N:41]3[CH2:42][CH2:43][O:44][CH2:45][CH2:46]3)=[C:32]([O:35][CH3:36])[CH:33]=2)[N:28]=[CH:27][CH:26]=1. The yield is 0.660. (5) The reactants are FC(F)(F)S(OS(C(F)(F)F)(=O)=O)(=O)=O.[Br:16][C:17]1[CH:18]=[C:19]([CH:24]=[C:25]([C:28](=[O:38])[CH2:29][C:30]([N:32]2[CH2:37][CH2:36][O:35][CH2:34][CH2:33]2)=[O:31])[C:26]=1O)[C:20]([O:22][CH3:23])=[O:21]. The catalyst is ClCCCl. The product is [Br:16][C:17]1[CH:18]=[C:19]([C:20]([O:22][CH3:23])=[O:21])[CH:24]=[C:25]2[C:26]=1[O:31][C:30]([N:32]1[CH2:37][CH2:36][O:35][CH2:34][CH2:33]1)=[CH:29][C:28]2=[O:38]. The yield is 0.500.